This data is from Acute oral toxicity (LD50) regression data from Zhu et al.. The task is: Regression/Classification. Given a drug SMILES string, predict its toxicity properties. Task type varies by dataset: regression for continuous values (e.g., LD50, hERG inhibition percentage) or binary classification for toxic/non-toxic outcomes (e.g., AMES mutagenicity, cardiotoxicity, hepatotoxicity). Dataset: ld50_zhu. (1) The drug is O=C(Nc1ccc(Nc2ccc(NC(=O)c3ccccc3)c3c2C(=O)c2ccccc2C3=O)c2c1C(=O)c1ccccc1C2=O)c1ccccc1. The rat oral LD50 is 1.54, given as -log10 of the dose in mol/kg body weight (higher means more acutely toxic). (2) The drug is CCCN(CCC)C(=O)SCC. The rat oral LD50 is 2.31, given as -log10 of the dose in mol/kg body weight (higher means more acutely toxic).